Dataset: Catalyst prediction with 721,799 reactions and 888 catalyst types from USPTO. Task: Predict which catalyst facilitates the given reaction. (1) Reactant: Br[C:2]1[C:10]2[S:9][C:8]([NH:11][C:12]([NH:14][CH2:15][CH3:16])=[O:13])=[N:7][C:6]=2[CH:5]=[C:4]([C:17]2[CH:18]=[N:19][C:20]([N:23]3[CH2:28][CH2:27][C:26]([CH3:34])([C:29]([O:31][CH2:32][CH3:33])=[O:30])[CH2:25][CH2:24]3)=[N:21][CH:22]=2)[CH:3]=1.[NH2:35][C:36]1[S:37][CH:38]=[CH:39][N:40]=1.C(N(CC)CC)C.CC1(C)C2C(=C(P(C3C=CC=CC=3)C3C=CC=CC=3)C=CC=2)[O:69][C:51]2C(P(C3C=CC=CC=3)C3C=CC=CC=3)=CC=CC1=2. Product: [S:37]1[CH2:38][CH2:39][N:40]=[C:36]1[NH:35][C:51]([C:2]1[C:10]2[S:9][C:8]([NH:11][C:12]([NH:14][CH2:15][CH3:16])=[O:13])=[N:7][C:6]=2[CH:5]=[C:4]([C:17]2[CH:22]=[N:21][C:20]([N:23]3[CH2:24][CH2:25][C:26]([CH3:34])([C:29]([O:31][CH2:32][CH3:33])=[O:30])[CH2:27][CH2:28]3)=[N:19][CH:18]=2)[CH:3]=1)=[O:69]. The catalyst class is: 274. (2) Reactant: [O:1]1[C:6]2[CH:7]=[CH:8][C:9]([C:11]3[CH:16]=[CH:15][N:14]([CH2:17][CH2:18][C@@:19]([CH3:34])([S:30]([CH3:33])(=[O:32])=[O:31])[C:20]([NH:22][O:23]C4CCCCO4)=[O:21])[C:13](=[O:35])[CH:12]=3)=[CH:10][C:5]=2[O:4][CH2:3][CH2:2]1.Cl.O. Product: [O:1]1[C:6]2[CH:7]=[CH:8][C:9]([C:11]3[CH:16]=[CH:15][N:14]([CH2:17][CH2:18][C@@:19]([CH3:34])([S:30]([CH3:33])(=[O:31])=[O:32])[C:20]([NH:22][OH:23])=[O:21])[C:13](=[O:35])[CH:12]=3)=[CH:10][C:5]=2[O:4][CH2:3][CH2:2]1. The catalyst class is: 269. (3) Reactant: CO.[OH:3][C:4]1[C:13]2[C:8](=[CH:9][CH:10]=[CH:11][CH:12]=2)[N:7]=[CH:6][CH:5]=1.[CH:14](N(C(C)C)CC)(C)C.C[Si](C=[N+]=[N-])(C)C.CCCCCC. Product: [CH3:14][O:3][C:4]1[C:13]2[C:8](=[CH:9][CH:10]=[CH:11][CH:12]=2)[N:7]=[CH:6][CH:5]=1. The catalyst class is: 10. (4) Reactant: [NH2:1][C:2]1[CH:10]=[CH:9][CH:8]=[C:7]2[C:3]=1[C:4](=[O:20])[N:5]([CH:12]1[CH2:17][CH2:16][C:15](=[O:18])[NH:14][C:13]1=[O:19])[C:6]2=[O:11].[CH3:21][O:22][CH2:23][C:24](Cl)=[O:25]. Product: [O:19]=[C:13]1[CH:12]([N:5]2[C:4](=[O:20])[C:3]3[C:7](=[CH:8][CH:9]=[CH:10][C:2]=3[NH:1][C:24](=[O:25])[CH2:23][O:22][CH3:21])[C:6]2=[O:11])[CH2:17][CH2:16][C:15](=[O:18])[NH:14]1. The catalyst class is: 1. (5) Reactant: [C:1]([O:7][CH3:8])(=[O:6])[CH2:2][C:3]([CH3:5])=[O:4].[H-].[Na+].F[C:12]1[CH:20]=[CH:19][CH:18]=[CH:17][C:13]=1[C:14](Cl)=[O:15].O. Product: [CH3:5][C:3]1[O:4][C:12]2[C:13]([C:14](=[O:15])[C:2]=1[C:1]([O:7][CH3:8])=[O:6])=[CH:17][CH:18]=[CH:19][CH:20]=2. The catalyst class is: 11.